Task: Predict the reactants needed to synthesize the given product.. Dataset: Retrosynthesis with 50K atom-mapped reactions and 10 reaction types from USPTO (1) The reactants are: COC(=O)Cn1ncc2cc(Oc3ccc(F)cc3CNC(=O)Nc3cc(C(C)(C)C)nn3-c3ccc(C)cc3)ccc21. Given the product Cc1ccc(-n2nc(C(C)(C)C)cc2NC(=O)NCc2cc(F)ccc2Oc2ccc3c(cnn3CCO)c2)cc1, predict the reactants needed to synthesize it. (2) Given the product CN1CCN(c2cccc(Nc3ccc(Oc4ccc(F)c(F)c4)cn3)c2)CC1, predict the reactants needed to synthesize it. The reactants are: CN1CCN(c2cccc(N)c2)CC1.Fc1ccc(Oc2ccc(Cl)nc2)cc1F. (3) Given the product CCOc1cc(N2CCNCC2)ccc1[N+](=O)[O-], predict the reactants needed to synthesize it. The reactants are: C1CNCCN1.CCOc1cc(F)ccc1[N+](=O)[O-]. (4) Given the product COc1ccc(C=O)c(OCc2ccccc2)c1, predict the reactants needed to synthesize it. The reactants are: BrCc1ccccc1.COc1ccc(C=O)c(O)c1. (5) Given the product Cc1ccc(-c2nc3ccc(C)cn3c2CCO)cc1, predict the reactants needed to synthesize it. The reactants are: Cc1ccc(-c2nc3ccc(C)cn3c2CC(=O)O)cc1. (6) Given the product COc1ccc(CSc2nc(C)c(C=O)n2C)cc1, predict the reactants needed to synthesize it. The reactants are: COc1ccc(CSc2nc(C)c(CO)n2C)cc1. (7) Given the product CC(=O)NCc1ccc(-c2nc3ccn4cnnc4c3cc2-c2ccccc2)cc1, predict the reactants needed to synthesize it. The reactants are: CC(=O)OC(C)=O.NCc1ccc(-c2nc3ccn4cnnc4c3cc2-c2ccccc2)cc1.